Predict the reactants needed to synthesize the given product. From a dataset of Full USPTO retrosynthesis dataset with 1.9M reactions from patents (1976-2016). (1) Given the product [Cl:1][C:2]1[CH:3]=[C:4]([B:10]([OH:12])[OH:11])[CH:5]=[C:6]([OH:8])[CH:7]=1, predict the reactants needed to synthesize it. The reactants are: [Cl:1][C:2]1[CH:3]=[C:4]([B:10]([OH:12])[OH:11])[CH:5]=[C:6]([O:8]C)[CH:7]=1.BrB(Br)Br. (2) Given the product [C:2]1([S:8]([N:11]2[C:23]3[CH2:22][N:21]([CH2:24][CH:25]([CH:27]4[CH2:28][CH2:29][C:30](=[O:31])[CH2:35][CH2:36]4)[OH:26])[CH2:20][CH2:19][C:18]=3[C:17]3[C:12]2=[CH:13][CH:14]=[CH:15][CH:16]=3)(=[O:10])=[O:9])[CH:3]=[CH:4][CH:5]=[CH:6][CH:7]=1, predict the reactants needed to synthesize it. The reactants are: Cl.[C:2]1([S:8]([N:11]2[C:23]3[CH2:22][N:21]([CH2:24][CH:25]([CH:27]4[CH2:36][CH2:35][C:30]5(OCC[O:31]5)[CH2:29][CH2:28]4)[OH:26])[CH2:20][CH2:19][C:18]=3[C:17]3[C:12]2=[CH:13][CH:14]=[CH:15][CH:16]=3)(=[O:10])=[O:9])[CH:7]=[CH:6][CH:5]=[CH:4][CH:3]=1.[OH-].[Na+]. (3) Given the product [ClH:22].[C:1]([C:5]1[CH:10]=[CH:9][C:8]([C:11]2[N:12]([C:30]([N:40]3[CH2:41][CH2:42][N:37]([CH2:43][CH2:44][NH:45][C:46](=[O:48])[CH3:47])[CH2:38][CH2:39]3)=[O:31])[C@H:13]([C:23]3[CH:24]=[CH:25][C:26]([Cl:29])=[CH:27][CH:28]=3)[C@H:14]([C:16]3[CH:17]=[CH:18][C:19]([Cl:22])=[CH:20][CH:21]=3)[N:15]=2)=[C:7]([O:33][CH2:34][CH3:35])[CH:6]=1)([CH3:4])([CH3:2])[CH3:3], predict the reactants needed to synthesize it. The reactants are: [C:1]([C:5]1[CH:10]=[CH:9][C:8]([C:11]2[N:12]([C:30](Cl)=[O:31])[C@H:13]([C:23]3[CH:28]=[CH:27][C:26]([Cl:29])=[CH:25][CH:24]=3)[C@H:14]([C:16]3[CH:21]=[CH:20][C:19]([Cl:22])=[CH:18][CH:17]=3)[N:15]=2)=[C:7]([O:33][CH2:34][CH3:35])[CH:6]=1)([CH3:4])([CH3:3])[CH3:2].Cl.[N:37]1([CH2:43][CH2:44][NH:45][C:46](=[O:48])[CH3:47])[CH2:42][CH2:41][NH:40][CH2:39][CH2:38]1. (4) Given the product [C:1]1([C:27]2[CH:32]=[CH:31][CH:30]=[CH:29][CH:28]=2)[CH:2]=[CH:3][C:4]([C:7]2[N:12]=[C:11]3[N:13]=[C:14]([O:16][C@@H:17]4[CH2:18][C@H:19]([O:25][Si:40]([CH2:45][CH3:46])([CH2:43][CH3:44])[CH2:41][CH3:42])[C@@H:20]([CH2:23][O:24][Si:40]([CH2:38][CH3:39])([CH2:43][CH3:44])[CH2:41][CH3:42])[O:21][CH2:22]4)[N:15]([CH2:60][O:59][CH2:58][CH2:57][Si:54]([CH3:56])([CH3:55])[CH3:53])[C:10]3=[CH:9][C:8]=2[Cl:26])=[CH:5][CH:6]=1, predict the reactants needed to synthesize it. The reactants are: [C:1]1([C:27]2[CH:32]=[CH:31][CH:30]=[CH:29][CH:28]=2)[CH:6]=[CH:5][C:4]([C:7]2[N:12]=[C:11]3[N:13]=[C:14]([O:16][C@H:17]4[CH2:22][O:21][C@H:20]([CH2:23][OH:24])[C@@H:19]([OH:25])[CH2:18]4)[NH:15][C:10]3=[CH:9][C:8]=2[Cl:26])=[CH:3][CH:2]=1.C(N([CH2:38][CH3:39])CC)C.[Si:40](Cl)([CH2:45][CH3:46])([CH2:43][CH3:44])[CH2:41][CH3:42].C(=O)(O)[O-].[Na+].[CH3:53][Si:54]([CH2:57][CH2:58][O:59][CH2:60]Cl)([CH3:56])[CH3:55]. (5) Given the product [CH:6]1([CH2:5][CH:4]([C:11]2[CH:16]=[CH:15][C:14]([S:17][CH3:18])=[C:13]([C:19]([F:22])([F:20])[F:21])[CH:12]=2)[C:3]([OH:23])=[O:2])[CH2:10][CH2:9][CH2:8][CH2:7]1, predict the reactants needed to synthesize it. The reactants are: C[O:2][C:3](=[O:23])[CH:4]([C:11]1[CH:16]=[CH:15][C:14]([S:17][CH3:18])=[C:13]([C:19]([F:22])([F:21])[F:20])[CH:12]=1)[CH2:5][CH:6]1[CH2:10][CH2:9][CH2:8][CH2:7]1.[OH-].[Li+]. (6) The reactants are: [NH:1]1[CH2:5][CH2:4][NH:3][C:2]1=[O:6].[H-].[Na+].Cl[CH2:10][C:11]1[CH:12]=[CH:13][C:14]([C:17]2[S:25][C:24]3[C:19](=[N:20][CH:21]=[CH:22][C:23]=3[O:26][C:27]3[CH:32]=[CH:31][C:30]([NH:33][C:34]([NH:36][CH:37]4[CH2:39][CH2:38]4)=[O:35])=[CH:29][C:28]=3[F:40])[CH:18]=2)=[N:15][CH:16]=1.O. Given the product [CH:37]1([NH:36][C:34]([NH:33][C:30]2[CH:31]=[CH:32][C:27]([O:26][C:23]3[CH:22]=[CH:21][N:20]=[C:19]4[CH:18]=[C:17]([C:14]5[CH:13]=[CH:12][C:11]([CH2:10][N:1]6[CH2:5][CH2:4][NH:3][C:2]6=[O:6])=[CH:16][N:15]=5)[S:25][C:24]=34)=[C:28]([F:40])[CH:29]=2)=[O:35])[CH2:39][CH2:38]1, predict the reactants needed to synthesize it. (7) Given the product [C:12]([NH:11][C:3]1[C:4]([N+:8]([O-:10])=[O:9])=[CH:5][CH:6]=[CH:7][C:2]=1[O:1][CH2:16][C:17]([O:19][C:20]([CH3:23])([CH3:22])[CH3:21])=[O:18])(=[O:14])[CH3:13], predict the reactants needed to synthesize it. The reactants are: [OH:1][C:2]1[CH:7]=[CH:6][CH:5]=[C:4]([N+:8]([O-:10])=[O:9])[C:3]=1[NH:11][C:12](=[O:14])[CH3:13].Br[CH2:16][C:17]([O:19][C:20]([CH3:23])([CH3:22])[CH3:21])=[O:18].